Dataset: Full USPTO retrosynthesis dataset with 1.9M reactions from patents (1976-2016). Task: Predict the reactants needed to synthesize the given product. (1) Given the product [CH3:1][N:2]1[CH2:8][CH2:7][CH2:6][N:5]([CH:19]2[CH2:18][CH2:17][N:16]([CH2:15][C:9]3[CH:14]=[CH:13][CH:12]=[CH:11][CH:10]=3)[CH2:21][CH2:20]2)[CH2:4][CH2:3]1, predict the reactants needed to synthesize it. The reactants are: [CH3:1][N:2]1[CH2:8][CH2:7][CH2:6][NH:5][CH2:4][CH2:3]1.[C:9]1([CH2:15][N:16]2[CH2:21][CH2:20][C:19](=O)[CH2:18][CH2:17]2)[CH:14]=[CH:13][CH:12]=[CH:11][CH:10]=1. (2) Given the product [O:10]=[C:11]1[NH:15][C:14]([C:16]([F:19])([F:18])[F:17])=[C:13]([C:20]([Cl:25])=[O:22])[S:12]1, predict the reactants needed to synthesize it. The reactants are: C1(C)C=CC=CC=1.N#N.[O:10]=[C:11]1[NH:15][C:14]([C:16]([F:19])([F:18])[F:17])=[C:13]([C:20]([OH:22])=O)[S:12]1.S(Cl)([Cl:25])=O. (3) Given the product [F:1][C:2]1[CH:7]=[CH:6][C:5]([O:8][C:10]2[CH:15]=[CH:14][CH:13]=[CH:12][C:11]=2[N+:16]([O-:18])=[O:17])=[CH:4][CH:3]=1.[F:19][C:20]1[CH:33]=[CH:32][C:23]([O:24][C:25]2[CH:31]=[CH:30][CH:29]=[CH:28][C:26]=2[NH:27][C:5]([NH:34][C:35]2[S:36][CH:37]=[CH:38][N:39]=2)=[O:8])=[CH:22][CH:21]=1, predict the reactants needed to synthesize it. The reactants are: [F:1][C:2]1[CH:7]=[CH:6][C:5]([OH:8])=[CH:4][CH:3]=1.F[C:10]1[CH:15]=[CH:14][CH:13]=[CH:12][C:11]=1[N+:16]([O-:18])=[O:17].[F:19][C:20]1[CH:33]=[CH:32][C:23]([O:24][C:25]2[CH:31]=[CH:30][CH:29]=[CH:28][C:26]=2[NH2:27])=[CH:22][CH:21]=1.[NH2:34][C:35]1[S:36][CH:37]=[CH:38][N:39]=1. (4) Given the product [CH2:11]([NH:13][C:2]1[N:7]=[C:6]([Cl:8])[N:5]=[C:4]([Cl:9])[N:3]=1)[CH3:12], predict the reactants needed to synthesize it. The reactants are: Cl[C:2]1[N:7]=[C:6]([Cl:8])[N:5]=[C:4]([Cl:9])[N:3]=1.Cl.[CH2:11]([NH2:13])[CH3:12].C(N(CC)C(C)C)(C)C. (5) Given the product [CH3:1][C:2]1[O:6][C:5]([C:7]2[N:12]=[C:11]([NH:13][C:23]([CH:20]3[CH2:22][CH2:21]3)=[O:24])[CH:10]=[N:9][C:8]=2[C:14]2[CH:15]=[CH:16][N:26]=[CH:18][CH:19]=2)=[CH:4][CH:3]=1, predict the reactants needed to synthesize it. The reactants are: [CH3:1][C:2]1[O:6][C:5]([C:7]2[N:12]=[C:11]([NH2:13])[CH:10]=[N:9][C:8]=2[C:14]2[CH:19]=[CH:18]C=[CH:16][CH:15]=2)=[CH:4][CH:3]=1.[CH:20]1([C:23](Cl)=[O:24])[CH2:22][CH2:21]1.[N:26]1C=CC=CC=1. (6) Given the product [ClH:88].[ClH:88].[F:34][C:30]1([F:33])[CH2:31][CH2:32][CH:27]([C@H:2]([NH:1][C:45](=[O:46])[C@H:43]([CH3:44])[NH:42][CH3:40])[C:3]([N:5]2[C@H:10]([C:11]([NH:13][C@H:14]3[C:23]4[C:18](=[CH:19][CH:20]=[CH:21][CH:22]=4)[O:17][CH2:16][CH2:15]3)=[O:12])[CH2:9][N:8]3[CH2:24][CH2:25][CH2:26][C@H:7]3[CH2:6]2)=[O:4])[CH2:28][CH2:29]1, predict the reactants needed to synthesize it. The reactants are: [NH2:1][C@@H:2]([CH:27]1[CH2:32][CH2:31][C:30]([F:34])([F:33])[CH2:29][CH2:28]1)[C:3]([N:5]1[C@H:10]([C:11]([NH:13][C@H:14]2[C:23]3[C:18](=[CH:19][CH:20]=[CH:21][CH:22]=3)[O:17][CH2:16][CH2:15]2)=[O:12])[CH2:9][N:8]2[CH2:24][CH2:25][CH2:26][C@H:7]2[CH2:6]1)=[O:4].C(O[C:40]([N:42](C)[C@H:43]([C:45](O)=[O:46])[CH3:44])=O)(C)(C)C.C(N(CC)C(C)C)(C)C.F[P-](F)(F)(F)(F)F.N1(OC(N(C)C)=[N+](C)C)C2N=CC=CC=2N=N1.C(OCC)(=O)C.[ClH:88].